Task: Regression/Classification. Given a drug SMILES string, predict its absorption, distribution, metabolism, or excretion properties. Task type varies by dataset: regression for continuous measurements (e.g., permeability, clearance, half-life) or binary classification for categorical outcomes (e.g., BBB penetration, CYP inhibition). Dataset: cyp1a2_veith.. Dataset: CYP1A2 inhibition data for predicting drug metabolism from PubChem BioAssay (1) The molecule is CC(C)[C@H](N)c1nnc(SCc2ccc(Cl)cc2)o1.Cl. The result is 1 (inhibitor). (2) The compound is C[C@@H]1O[C@@H](n2cc(F)c(=O)[nH]c2=O)[C@H](O)[C@@H]1O. The result is 0 (non-inhibitor). (3) The drug is CC(C)=CCc1c(C)nc2ccccc2c1C(=O)O. The result is 0 (non-inhibitor). (4) The compound is CC[N+](CC)(CC)COc1ccc(/C=C\c2ccccc2)cc1. The result is 1 (inhibitor).